Dataset: Catalyst prediction with 721,799 reactions and 888 catalyst types from USPTO. Task: Predict which catalyst facilitates the given reaction. (1) Reactant: [NH2:1][C@H:2]([C:5]1[N:6]([CH:17]2[CH2:19][CH2:18]2)[C:7](=[O:16])[C:8]2[C:13]([CH:14]=1)=[CH:12][CH:11]=[CH:10][C:9]=2[F:15])[CH2:3][CH3:4].Cl[C:21]1[N:26]=[CH:25][N:24]=[C:23]([NH2:27])[C:22]=1[C:28]1[O:32][N:31]=[C:30]([CH3:33])[N:29]=1.CCN(C(C)C)C(C)C. Product: [NH2:27][C:23]1[N:24]=[CH:25][N:26]=[C:21]([NH:1][C@H:2]([C:5]2[N:6]([CH:17]3[CH2:19][CH2:18]3)[C:7](=[O:16])[C:8]3[C:13]([CH:14]=2)=[CH:12][CH:11]=[CH:10][C:9]=3[F:15])[CH2:3][CH3:4])[C:22]=1[C:28]1[O:32][N:31]=[C:30]([CH3:33])[N:29]=1. The catalyst class is: 114. (2) Reactant: [C:1]([O:5][C:6](=[O:22])[NH:7][C:8]1[CH2:9][O:10][CH2:11][C:12]([C:15]2[CH:20]=[CH:19][CH:18]=[C:17]([NH2:21])[CH:16]=2)([CH3:14])[N:13]=1)([CH3:4])([CH3:3])[CH3:2].[Br:23][C:24]1[CH:25]=[CH:26][C:27]([C:30](O)=[O:31])=[N:28][CH:29]=1.C1C=CC2N(O)N=NC=2C=1.CCN(C(C)C)C(C)C.C(Cl)CCl. Product: [C:1]([O:5][C:6](=[O:22])[NH:7][C:8]1[CH2:9][O:10][CH2:11][C:12]([C:15]2[CH:20]=[CH:19][CH:18]=[C:17]([NH:21][C:30]([C:27]3[CH:26]=[CH:25][C:24]([Br:23])=[CH:29][N:28]=3)=[O:31])[CH:16]=2)([CH3:14])[N:13]=1)([CH3:2])([CH3:3])[CH3:4]. The catalyst class is: 4. (3) Reactant: [CH:1]12[CH2:8][CH2:7][CH:4]([CH2:5][CH2:6]1)[CH2:3][N:2]2[C:9]1[CH:18]=[CH:17][C:16]2[C:11](=[CH:12][CH:13]=[C:14]([NH2:19])[CH:15]=2)[N:10]=1.C(N(CC)CC)C.[CH3:27][S:28][C:29]1[CH:34]=[CH:33][C:32]([N:35]=[C:36]=[O:37])=[CH:31][CH:30]=1. Product: [CH:1]12[CH2:6][CH2:5][CH:4]([CH2:7][CH2:8]1)[CH2:3][N:2]2[C:9]1[CH:18]=[CH:17][C:16]2[C:11](=[CH:12][CH:13]=[C:14]([NH:19][C:36]([NH:35][C:32]3[CH:33]=[CH:34][C:29]([S:28][CH3:27])=[CH:30][CH:31]=3)=[O:37])[CH:15]=2)[N:10]=1. The catalyst class is: 2. (4) Reactant: O[N:2]=[C:3]([C:13]1[CH:18]=[CH:17][C:16]([O:19][CH3:20])=[CH:15][CH:14]=1)[CH:4]([CH3:12])[C:5](=[O:11])[C:6]([O:8][CH2:9][CH3:10])=[O:7].S(=O)(=O)(O)O.C(=O)(O)[O-].[Na+]. Product: [CH3:20][O:19][C:16]1[CH:17]=[CH:18][C:13]([C:3]2[C:4]([CH3:12])=[C:5]([C:6]([O:8][CH2:9][CH3:10])=[O:7])[O:11][N:2]=2)=[CH:14][CH:15]=1. The catalyst class is: 8. (5) Reactant: [NH2:1][C:2]1[CH:7]=[CH:6][C:5]([O:8][C:9]([F:12])([F:11])[F:10])=[CH:4][C:3]=1/[CH:13]=[CH:14]/[C:15]([O:17]CC)=O. Product: [F:10][C:9]([F:12])([F:11])[O:8][C:5]1[CH:4]=[C:3]2[C:2](=[CH:7][CH:6]=1)[NH:1][C:15](=[O:17])[CH:14]=[CH:13]2. The catalyst class is: 89. (6) Reactant: [Br:1][C:2]1[CH2:11][CH2:10][C:9]2[C:4](=[CH:5][C:6]([F:13])=[CH:7][C:8]=2[F:12])[C:3]=1[CH:14]=[O:15].ClC1C(=O)C(C#N)=C(C#N)C(=O)C=1Cl. Product: [Br:1][C:2]1[CH:11]=[CH:10][C:9]2[C:4](=[CH:5][C:6]([F:13])=[CH:7][C:8]=2[F:12])[C:3]=1[CH:14]=[O:15]. The catalyst class is: 11. (7) Reactant: [NH2:1][C:2]1[N:10]=[CH:9][N:8]=[C:7]2[C:3]=1[N:4]=[CH:5][N:6]2[C@H:11]1[C@@H:15]2[O:16]C(C)(C)[O:18][C@@H:14]2[C@@H:13]([CH2:21][N:22]([CH2:40][C:41]2[CH:46]=[CH:45][CH:44]=[CH:43][CH:42]=2)[CH2:23][CH2:24][CH2:25][NH:26][C:27]([NH:29][C:30]2[CH:35]=[CH:34][C:33]([C:36]([CH3:39])([CH3:38])[CH3:37])=[CH:32][CH:31]=2)=[O:28])[O:12]1. Product: [NH2:1][C:2]1[N:10]=[CH:9][N:8]=[C:7]2[C:3]=1[N:4]=[CH:5][N:6]2[C@@H:11]1[O:12][C@H:13]([CH2:21][N:22]([CH2:40][C:41]2[CH:42]=[CH:43][CH:44]=[CH:45][CH:46]=2)[CH2:23][CH2:24][CH2:25][NH:26][C:27]([NH:29][C:30]2[CH:35]=[CH:34][C:33]([C:36]([CH3:39])([CH3:38])[CH3:37])=[CH:32][CH:31]=2)=[O:28])[C@@H:14]([OH:18])[C@H:15]1[OH:16]. The catalyst class is: 484. (8) Reactant: FC(F)(F)C(O)=O.[CH2:8]([O:11][C:12]1[C:20]([O:21]C2CCCCO2)=[CH:19][CH:18]=[C:17]2[C:13]=1[CH:14]=[N:15][N:16]2C1CCCCO1)[CH2:9][CH3:10].[OH-].[Na+]. Product: [CH2:8]([O:11][C:12]1[C:20]([OH:21])=[CH:19][CH:18]=[C:17]2[C:13]=1[CH:14]=[N:15][NH:16]2)[CH2:9][CH3:10]. The catalyst class is: 4.